This data is from Peptide-MHC class I binding affinity with 185,985 pairs from IEDB/IMGT. The task is: Regression. Given a peptide amino acid sequence and an MHC pseudo amino acid sequence, predict their binding affinity value. This is MHC class I binding data. The peptide sequence is VAIDLDPVVY. The MHC is HLA-A30:02 with pseudo-sequence HLA-A30:02. The binding affinity (normalized) is 0.379.